Task: Regression. Given a peptide amino acid sequence and an MHC pseudo amino acid sequence, predict their binding affinity value. This is MHC class I binding data.. Dataset: Peptide-MHC class I binding affinity with 185,985 pairs from IEDB/IMGT (1) The peptide sequence is TEMYIMYAM. The MHC is HLA-B14:02 with pseudo-sequence HLA-B14:02. The binding affinity (normalized) is 0.213. (2) The peptide sequence is TQGYFPDWQNY. The binding affinity (normalized) is 0. The MHC is HLA-B45:01 with pseudo-sequence HLA-B45:01. (3) The peptide sequence is SFEPIPIHY. The MHC is HLA-B15:01 with pseudo-sequence HLA-B15:01. The binding affinity (normalized) is 0.104. (4) The peptide sequence is LQTIEIIFT. The MHC is HLA-A02:01 with pseudo-sequence HLA-A02:01. The binding affinity (normalized) is 0.152. (5) The peptide sequence is SLVSKHWELT. The MHC is HLA-A02:06 with pseudo-sequence HLA-A02:06. The binding affinity (normalized) is 0.270.